This data is from Forward reaction prediction with 1.9M reactions from USPTO patents (1976-2016). The task is: Predict the product of the given reaction. (1) The product is: [Cl:1][C:2]1[CH:7]=[CH:6][C:5]([C:8]2[NH:9][C:10]3[C:15]([C:16]=2[CH:30]=[O:31])=[CH:14][CH:13]=[CH:12][CH:11]=3)=[CH:4][C:3]=1[S:17]([NH:20][CH:21]1[CH2:26][CH2:25][CH2:24][CH2:23][CH2:22]1)(=[O:19])=[O:18]. Given the reactants [Cl:1][C:2]1[CH:7]=[CH:6][C:5]([C:8]2[NH:9][C:10]3[C:15]([CH:16]=2)=[CH:14][CH:13]=[CH:12][CH:11]=3)=[CH:4][C:3]=1[S:17]([NH:20][CH:21]1[CH2:26][CH2:25][CH2:24][CH2:23][CH2:22]1)(=[O:19])=[O:18].CN([CH:30]=[O:31])C.P(Cl)(Cl)(Cl)=O.C([O-])(=O)C.[Na+], predict the reaction product. (2) Given the reactants [Br:1][C:2]1[C:11]2[C:6](=[CH:7][CH:8]=[CH:9][CH:10]=2)[CH:5]=[C:4]([OH:12])[CH:3]=1.[Cl-].[Al+3].[Cl-].[Cl-].[C:17](Cl)(=[O:19])[CH3:18], predict the reaction product. The product is: [Br:1][C:2]1[C:11]2[C:6](=[CH:7][CH:8]=[CH:9][CH:10]=2)[C:5]([C:17](=[O:19])[CH3:18])=[C:4]([OH:12])[CH:3]=1. (3) Given the reactants C[N:2](C)[CH:3]=[C:4]([C:14]1[CH:19]=[CH:18][N:17]=[CH:16][CH:15]=1)[C:5]([C:7]1[CH:12]=[CH:11][CH:10]=[C:9]([F:13])[CH:8]=1)=O.C[N:22](C)C=C(C1C=CN=CC=1)C(C1C=CC(F)=CC=1)=O, predict the reaction product. The product is: [F:13][C:9]1[CH:8]=[C:7]([C:5]2[C:4]([C:14]3[CH:19]=[CH:18][N:17]=[CH:16][CH:15]=3)=[CH:3][NH:2][N:22]=2)[CH:12]=[CH:11][CH:10]=1.